This data is from NCI-60 drug combinations with 297,098 pairs across 59 cell lines. The task is: Regression. Given two drug SMILES strings and cell line genomic features, predict the synergy score measuring deviation from expected non-interaction effect. Drug 1: CCC1=C2CN3C(=CC4=C(C3=O)COC(=O)C4(CC)O)C2=NC5=C1C=C(C=C5)O. Drug 2: CN(CCCl)CCCl.Cl. Cell line: CCRF-CEM. Synergy scores: CSS=92.4, Synergy_ZIP=2.49, Synergy_Bliss=1.45, Synergy_Loewe=1.84, Synergy_HSA=4.57.